Dataset: Full USPTO retrosynthesis dataset with 1.9M reactions from patents (1976-2016). Task: Predict the reactants needed to synthesize the given product. (1) Given the product [OH:36][C:33]1([CH2:37][CH2:38][N:39]2[CH2:44][CH2:43][C@H:42]([OH:45])[C@@H:41]([CH3:46])[CH2:40]2)[CH2:34][CH2:35][CH:30]([NH:29][C:24]([C:18]2[NH:19][C:20]3[C:16]([CH:17]=2)=[C:15]([O:14][CH2:13][C:10]2[C:9]4[CH:27]=[CH:28][C:6]([O:5][CH2:4][CH:1]5[CH2:2][CH2:3]5)=[CH:7][C:8]=4[O:12][CH:11]=2)[CH:23]=[CH:22][CH:21]=3)=[O:25])[CH2:31][CH2:32]1, predict the reactants needed to synthesize it. The reactants are: [CH:1]1([CH2:4][O:5][C:6]2[CH:28]=[CH:27][C:9]3[C:10]([CH2:13][O:14][C:15]4[CH:23]=[CH:22][CH:21]=[C:20]5[C:16]=4[CH:17]=[C:18]([C:24](O)=[O:25])[NH:19]5)=[CH:11][O:12][C:8]=3[CH:7]=2)[CH2:3][CH2:2]1.[NH2:29][CH:30]1[CH2:35][CH2:34][C:33]([CH2:37][CH2:38][N:39]2[CH2:44][CH2:43][C@H:42]([OH:45])[C@@H:41]([CH3:46])[CH2:40]2)([OH:36])[CH2:32][CH2:31]1. (2) Given the product [CH2:78]([O:77][C:75](=[O:76])[CH2:74][CH2:73][NH:72][C:49]([C@:23]12[CH2:35][CH2:34][C@@H:33]([C:36]([CH2:38][N:39]([CH3:48])[C:40](=[O:47])[CH2:41][CH2:42][C:43]([O:45][CH3:46])=[O:44])=[CH2:37])[C@@H:24]1[C@@H:25]1[C@@:20]([CH3:52])([CH2:21][CH2:22]2)[C@@:19]2([CH3:53])[C@@H:28]([C@:29]3([CH3:32])[C@@H:16]([CH2:17][CH2:18]2)[C:15]([CH3:54])([CH3:55])[C:14]([C:11]2[CH:10]=[CH:9][C:8]([C:6]([O:5][C:1]([CH3:4])([CH3:3])[CH3:2])=[O:7])=[CH:13][CH:12]=2)=[CH:31][CH2:30]3)[CH2:27][CH2:26]1)=[O:50])[CH3:79], predict the reactants needed to synthesize it. The reactants are: [C:1]([O:5][C:6]([C:8]1[CH:13]=[CH:12][C:11]([C:14]2[C:15]([CH3:55])([CH3:54])[C@H:16]3[C@:29]([CH3:32])([CH2:30][CH:31]=2)[C@@H:28]2[C@:19]([CH3:53])([C@@:20]4([CH3:52])[C@H:25]([CH2:26][CH2:27]2)[C@H:24]2[C@H:33]([C:36]([CH2:38][N:39]([CH3:48])[C:40](=[O:47])[CH2:41][CH2:42][C:43]([O:45][CH3:46])=[O:44])=[CH2:37])[CH2:34][CH2:35][C@:23]2([C:49](O)=[O:50])[CH2:22][CH2:21]4)[CH2:18][CH2:17]3)=[CH:10][CH:9]=1)=[O:7])([CH3:4])([CH3:3])[CH3:2].C(Cl)(=O)C(Cl)=O.CCN(C(C)C)C(C)C.Cl.[NH2:72][CH2:73][CH2:74][C:75]([O:77][CH2:78][CH3:79])=[O:76]. (3) The reactants are: [H-].[Na+].[CH:3]1([SH:6])[CH2:5][CH2:4]1.F[C:8]1[CH:13]=[CH:12][C:11]([N+:14]([O-:16])=[O:15])=[CH:10][CH:9]=1. Given the product [CH:3]1([S:6][C:8]2[CH:13]=[CH:12][C:11]([N+:14]([O-:16])=[O:15])=[CH:10][CH:9]=2)[CH2:5][CH2:4]1, predict the reactants needed to synthesize it. (4) Given the product [Br:1][C:2]1[CH:10]=[C:9]([N+:11]([O-:13])=[O:12])[CH:8]=[CH:7][C:3]=1[C:4]([O:6][C:17]([CH3:20])([CH3:19])[CH3:18])=[O:5], predict the reactants needed to synthesize it. The reactants are: [Br:1][C:2]1[CH:10]=[C:9]([N+:11]([O-:13])=[O:12])[CH:8]=[CH:7][C:3]=1[C:4]([OH:6])=[O:5].C(OC(O[C:17]([CH3:20])([CH3:19])[CH3:18])=O)(O[C:17]([CH3:20])([CH3:19])[CH3:18])=O.O. (5) Given the product [CH3:9][CH2:8][O:7][Si:5]([O:10][CH2:11][CH3:12])([O:4][CH2:3][CH3:2])[CH3:6].[CH3:23][CH2:22][O:21][Si:16]([O:24][CH2:25][CH3:26])([O:15][CH2:14][CH3:13])[CH2:17][CH2:18][CH2:19][NH2:20], predict the reactants needed to synthesize it. The reactants are: Cl.[CH3:2][CH2:3][O:4][Si:5]([O:10][CH2:11][CH3:12])([O:7][CH2:8][CH3:9])[CH3:6].[CH3:13][CH2:14][O:15][Si:16]([O:24][CH2:25][CH3:26])([O:21][CH2:22][CH3:23])[CH2:17][CH2:18][CH2:19][NH2:20]. (6) Given the product [Cl:1][C:2]1[C:3]2[C:10]([I:18])=[CH:9][N:8]([CH:11]3[CH2:12][C:13]([CH2:16][OH:17])([OH:15])[CH2:14]3)[C:4]=2[N:5]=[CH:6][N:7]=1, predict the reactants needed to synthesize it. The reactants are: [Cl:1][C:2]1[C:3]2[CH:10]=[CH:9][N:8]([CH:11]3[CH2:14][C:13]([CH2:16][OH:17])([OH:15])[CH2:12]3)[C:4]=2[N:5]=[CH:6][N:7]=1.[I:18]N1C(=O)CCC1=O.C(=O)(O)[O-].[Na+]. (7) Given the product [CH2:1]([O:3][C:4]([C:5]1[CH:6]=[C:7]([C:8]2[CH:13]=[CH:12][CH:11]=[CH:10][CH:9]=2)[O:14][N:18]=1)=[O:16])[CH3:2], predict the reactants needed to synthesize it. The reactants are: [CH2:1]([O:3][C:4](=[O:16])[C:5](O)=[CH:6][C:7](=[O:14])[C:8]1[CH:13]=[CH:12][CH:11]=[CH:10][CH:9]=1)[CH3:2].Cl.[NH2:18]O. (8) Given the product [CH2:22]([O:24][C:25](=[O:30])[C:26]([O:14][C:10]1[CH:11]=[CH:12][CH:13]=[C:8]([NH:7][C:6]([O:5][C:1]([CH3:4])([CH3:2])[CH3:3])=[O:15])[CH:9]=1)([CH3:28])[CH3:27])[CH3:23], predict the reactants needed to synthesize it. The reactants are: [C:1]([O:5][C:6](=[O:15])[NH:7][C:8]1[CH:13]=[CH:12][CH:11]=[C:10]([OH:14])[CH:9]=1)([CH3:4])([CH3:3])[CH3:2].C(=O)([O-])[O-].[K+].[K+].[CH2:22]([O:24][C:25](=[O:30])[C:26](Br)([CH3:28])[CH3:27])[CH3:23].